From a dataset of Reaction yield outcomes from USPTO patents with 853,638 reactions. Predict the reaction yield, written as a fraction of the theoretical maximum amount of product (1.0 means a 100% yield; for example, 0.34 means a 34% yield). (1) The reactants are [Br:1][C:2]1[CH:7]=[CH:6][C:5]([NH:8][C:9]2[C:14]([N+:15]([O-:17])=[O:16])=[CH:13][NH:12][C:11](=[O:18])[CH:10]=2)=[C:4]([F:19])[CH:3]=1.[H-].[Na+].[CH3:22]I. The catalyst is CN(C=O)C. The product is [F:19][C:4]1[CH:3]=[C:2]([Br:1])[CH:7]=[CH:6][C:5]=1[NH:8][C:9]1[C:14]([N+:15]([O-:17])=[O:16])=[CH:13][N:12]([CH3:22])[C:11](=[O:18])[CH:10]=1. The yield is 0.870. (2) The reactants are [C:1]([OH:11])(=[O:10])[C:2]1[NH:9][C:7](=[O:8])[NH:6][C:4](=[O:5])[CH:3]=1.N12CCCN=C1CCC[CH2:14][CH2:13]2.O. The catalyst is CN(C=O)C. The product is [O:8]=[C:7]1[NH:9][C:2]([C:1]([O:11][CH2:13][CH3:14])=[O:10])=[CH:3][C:4](=[O:5])[NH:6]1. The yield is 0.690.